This data is from Forward reaction prediction with 1.9M reactions from USPTO patents (1976-2016). The task is: Predict the product of the given reaction. (1) Given the reactants [F:1][C:2]([F:19])([F:18])[S:3]([NH:6][S:7]([C:10]1[CH:15]=[C:14]([Br:16])[CH:13]=[CH:12][C:11]=1Br)(=[O:9])=[O:8])(=[O:5])=[O:4].[Na].[OH-:21].[NH4+:22].[Na][Na], predict the reaction product. The product is: [F:1][C:2]([F:19])([F:18])[S:3]([NH:6][S:7]([C:10]1[C:11]([C:11]2[C:10]([S:7]([NH:22][S:3]([C:2]([F:1])([F:18])[F:19])(=[O:5])=[O:4])(=[O:8])=[O:21])=[CH:15][C:14]([Br:16])=[CH:13][CH:12]=2)=[CH:12][CH:13]=[C:14]([Br:16])[CH:15]=1)(=[O:9])=[O:8])(=[O:5])=[O:4]. (2) Given the reactants [F:1][C:2]1[C:7]([F:8])=[CH:6][C:5]([NH:9][C:10]2[S:11][C:12]([CH3:17])=[CH:13][C:14]=2[C:15]#[N:16])=[C:4]([N+:18]([O-])=O)[CH:3]=1.O.O.[Sn](Cl)[Cl:24].Cl, predict the reaction product. The product is: [ClH:24].[F:8][C:7]1[C:2]([F:1])=[CH:3][C:4]2[N:18]=[C:15]([NH2:16])[C:14]3[CH:13]=[C:12]([CH3:17])[S:11][C:10]=3[NH:9][C:5]=2[CH:6]=1. (3) Given the reactants [F:1][C:2]1[CH:3]=[C:4]([CH:20]=[CH:21][C:22]=1[O:23][CH3:24])[CH2:5][CH:6]1[C:15]2[C:10](=[CH:11][C:12]([O:18][CH3:19])=[C:13]([O:16][CH3:17])[CH:14]=2)[CH2:9][CH2:8][NH:7]1.Br[CH:26]([C:31]1[CH:36]=[CH:35][CH:34]=[CH:33][CH:32]=1)[C:27]([O:29]C)=[O:28], predict the reaction product. The product is: [F:1][C:2]1[CH:3]=[C:4]([CH:20]=[CH:21][C:22]=1[O:23][CH3:24])[CH2:5][CH:6]1[C:15]2[C:10](=[CH:11][C:12]([O:18][CH3:19])=[C:13]([O:16][CH3:17])[CH:14]=2)[CH2:9][CH2:8][N:7]1[CH:26]([C:31]1[CH:36]=[CH:35][CH:34]=[CH:33][CH:32]=1)[C:27]([OH:29])=[O:28]. (4) Given the reactants [F:1][C:2]([F:14])([C:7]1[CH:8]=[C:9]([OH:13])[CH:10]=[CH:11][CH:12]=1)[C:3]([F:6])([F:5])[F:4].C(N(CC)CC)C.[F:22][C:23]([F:36])([F:35])[S:24](O[S:24]([C:23]([F:36])([F:35])[F:22])(=[O:26])=[O:25])(=[O:26])=[O:25], predict the reaction product. The product is: [F:1][C:2]([F:14])([C:7]1[CH:8]=[C:9]([O:13][S:24]([C:23]([F:36])([F:35])[F:22])(=[O:26])=[O:25])[CH:10]=[CH:11][CH:12]=1)[C:3]([F:5])([F:4])[F:6]. (5) Given the reactants [CH3:1][N:2]([CH2:10][CH2:11][N:12]1[CH:21]=[CH:20][C:19]2[C:14](=[CH:15][CH:16]=[C:17]([CH3:25])[C:18]=2[N+:22]([O-])=O)[C:13]1=[O:26])[C:3](=[O:9])[O:4][C:5]([CH3:8])([CH3:7])[CH3:6].C(O)C.[Cl-].[NH4+].O, predict the reaction product. The product is: [NH2:22][C:18]1[C:17]([CH3:25])=[CH:16][CH:15]=[C:14]2[C:19]=1[CH:20]=[CH:21][N:12]([CH2:11][CH2:10][N:2]([CH3:1])[C:3](=[O:9])[O:4][C:5]([CH3:6])([CH3:8])[CH3:7])[C:13]2=[O:26]. (6) Given the reactants [CH:1]1[C:13]2[NH:12][C:11]3[C:6](=[CH:7][CH:8]=[CH:9][CH:10]=3)[C:5]=2[CH:4]=[C:3]([P:14](=[O:27])([C:21]2[CH:26]=[CH:25][CH:24]=[CH:23][CH:22]=2)[C:15]2[CH:20]=[CH:19][CH:18]=[CH:17][CH:16]=2)[CH:2]=1.[H-].[Na+].Cl[C:31]1[N:36]=[C:35]([C:37]2[CH:42]=[CH:41][CH:40]=[CH:39][CH:38]=2)[N:34]=[C:33]([C:43]2[CH:48]=[CH:47][CH:46]=[CH:45][CH:44]=2)[N:32]=1, predict the reaction product. The product is: [C:43]1([C:33]2[N:34]=[C:35]([C:37]3[CH:38]=[CH:39][CH:40]=[CH:41][CH:42]=3)[N:36]=[C:31]([N:12]3[C:13]4[CH:1]=[CH:2][C:3]([P:14](=[O:27])([C:15]5[CH:20]=[CH:19][CH:18]=[CH:17][CH:16]=5)[C:21]5[CH:22]=[CH:23][CH:24]=[CH:25][CH:26]=5)=[CH:4][C:5]=4[C:6]4[C:11]3=[CH:10][CH:9]=[CH:8][CH:7]=4)[N:32]=2)[CH:48]=[CH:47][CH:46]=[CH:45][CH:44]=1.